Dataset: Reaction yield outcomes from USPTO patents with 853,638 reactions. Task: Predict the reaction yield, written as a fraction of the theoretical maximum amount of product (1.0 means a 100% yield; for example, 0.34 means a 34% yield). The reactants are [NH2:1][C:2]1[CH:11]=[C:10]([O:12][CH2:13][CH3:14])[C:9]([O:15][CH3:16])=[CH:8][C:3]=1[C:4](OC)=[O:5].Cl.[CH:18](N)=[NH:19]. The catalyst is C(N)=O. The product is [CH2:13]([O:12][C:10]1[CH:11]=[C:2]2[C:3]([C:4](=[O:5])[NH:19][CH:18]=[N:1]2)=[CH:8][C:9]=1[O:15][CH3:16])[CH3:14]. The yield is 0.700.